Predict which catalyst facilitates the given reaction. From a dataset of Catalyst prediction with 721,799 reactions and 888 catalyst types from USPTO. (1) Product: [ClH:30].[CH2:58]([O:57][C:34]1[C:33]([NH:32][C:28](=[O:29])[O:27][CH2:23][CH:24]([CH3:26])[CH3:25])=[C:42]2[C:37]([C:38]([C:43](=[O:44])[C:45]3[CH:50]=[C:49]([O:51][CH3:52])[C:48]([O:53][CH3:54])=[C:47]([O:55][CH3:56])[CH:46]=3)=[CH:39][N:40]=[CH:41]2)=[CH:36][CH:35]=1)[CH3:59]. The catalyst class is: 76. Reactant: N(C(OC(C)(C)C)=O)[C@H](C(O)=O)C(C)C.CN1CCOCC1.[CH2:23]([O:27][C:28]([Cl:30])=[O:29])[CH:24]([CH3:26])[CH3:25].Cl.[NH2:32][C:33]1[C:34]([O:57][CH2:58][CH3:59])=[CH:35][CH:36]=[C:37]2[C:42]=1[CH:41]=[N:40][CH:39]=[C:38]2[C:43]([C:45]1[CH:50]=[C:49]([O:51][CH3:52])[C:48]([O:53][CH3:54])=[C:47]([O:55][CH3:56])[CH:46]=1)=[O:44]. (2) Product: [C:13]([C:4]1[CH:5]=[CH:6][C:1]([CH2:7][CH2:8][NH:9][C:10](=[O:12])[CH3:11])=[CH:2][CH:3]=1)(=[O:20])[C:14]1[CH:19]=[CH:18][CH:17]=[CH:16][CH:15]=1. The catalyst class is: 641. Reactant: [C:1]1([CH2:7][CH2:8][NH:9][C:10](=[O:12])[CH3:11])[CH:6]=[CH:5][CH:4]=[CH:3][CH:2]=1.[C:13](Cl)(=[O:20])[C:14]1[CH:19]=[CH:18][CH:17]=[CH:16][CH:15]=1.[Cl-].[Cl-].[Cl-].[Al+3].Cl. (3) Product: [OH:23][CH:22]=[C:16]1[C:15]2[C:19](=[CH:20][C:12]([S:11][C:10]3[CH:2]=[C:3]([CH:7]=[CH:8][CH:9]=3)[C:4]([NH:6][CH3:28])=[O:5])=[CH:13][CH:14]=2)[NH:18][C:17]1=[O:21]. The catalyst class is: 653. Reactant: C[C:2]1[C:10]([S:11][C:12]2[CH:20]=[C:19]3[C:15]([CH2:16][C:17](=[O:21])[NH:18]3)=[CH:14][CH:13]=2)=[CH:9][CH:8]=[CH:7][C:3]=1[C:4]([NH2:6])=[O:5].[CH:22](OCC)=[O:23].[O-][CH2:28]C.[Na+].Cl. (4) Product: [Cl:1][C:2]1[C:7]([CH2:28][CH2:27][CH3:29])=[C:6]([NH:8][C:9](=[O:14])[C:10]([CH3:11])([CH3:13])[CH3:12])[CH:5]=[CH:4][N:3]=1. Reactant: [Cl:1][C:2]1[CH:7]=[C:6]([NH:8][C:9](=[O:14])[C:10]([CH3:13])([CH3:12])[CH3:11])[CH:5]=[CH:4][N:3]=1.CN(P(N(C)C)(N(C)C)=O)C.[Li][C:27](C)([CH3:29])[CH3:28].ICCC.[Cl-].[NH4+]. The catalyst class is: 7.